Predict the reactants needed to synthesize the given product. From a dataset of Full USPTO retrosynthesis dataset with 1.9M reactions from patents (1976-2016). (1) Given the product [CH2:39]([N:25]1[CH2:24][CH2:23][C:22]2[C:27](=[CH:28][C:19]([NH:18][C:17]([C:13]3[CH:12]=[C:11]([CH:16]=[CH:15][CH:14]=3)[CH2:10][NH:9][C:7](=[O:8])[C:6]3[CH:30]=[CH:31][C:32]([O:33][CH3:34])=[C:4]([O:3][CH3:2])[CH:5]=3)=[O:29])=[CH:20][CH:21]=2)[CH2:26]1)[C:40]1[CH:45]=[CH:44][CH:43]=[CH:42][CH:41]=1, predict the reactants needed to synthesize it. The reactants are: Cl.[CH3:2][O:3][C:4]1[CH:5]=[C:6]([CH:30]=[CH:31][C:32]=1[O:33][CH3:34])[C:7]([NH:9][CH2:10][C:11]1[CH:16]=[CH:15][CH:14]=[C:13]([C:17](=[O:29])[NH:18][C:19]2[CH:28]=[C:27]3[C:22]([CH2:23][CH2:24][NH:25][CH2:26]3)=[CH:21][CH:20]=2)[CH:12]=1)=[O:8].CC(O)=O.[CH:39](=O)[C:40]1[CH:45]=[CH:44][CH:43]=[CH:42][CH:41]=1.[BH-](OC(C)=O)(OC(C)=O)OC(C)=O.[Na+]. (2) Given the product [Br:7][C:8]1[C:9]([NH:21][C:22]2[CH:26]=[C:25]([CH:27]3[CH2:29][CH2:28]3)[NH:24][N:23]=2)=[N:10][C:11]([C:14]2[S:18][C:17]([C:1]([OH:30])=[O:2])=[CH:16][CH:15]=2)=[N:12][CH:13]=1, predict the reactants needed to synthesize it. The reactants are: [CH3:1][OH:2].O=S(Cl)Cl.[Br:7][C:8]1[C:9]([NH:21][C:22]2[CH:26]=[C:25]([CH:27]3[CH2:29][CH2:28]3)[NH:24][N:23]=2)=[N:10][C:11]([C:14]2[S:18][C:17](C#N)=[CH:16][CH:15]=2)=[N:12][CH:13]=1.[OH-:30].[Na+]. (3) Given the product [Br-:1].[OH:4][CH2:3][CH2:2][N+:5]1[CH:10]=[CH:9][CH:8]=[CH:7][CH:6]=1, predict the reactants needed to synthesize it. The reactants are: [Br:1][CH2:2][CH2:3][OH:4].[N:5]1[CH:10]=[CH:9][CH:8]=[CH:7][CH:6]=1.